This data is from Catalyst prediction with 721,799 reactions and 888 catalyst types from USPTO. The task is: Predict which catalyst facilitates the given reaction. (1) Reactant: [Br:1][C:2]1[CH:3]=[C:4]([CH:9]=[CH:10][C:11]=1[C:12]#[N:13])[C:5]([O:7]C)=[O:6].[OH-].[Na+]. Product: [Br:1][C:2]1[CH:3]=[C:4]([CH:9]=[CH:10][C:11]=1[C:12]#[N:13])[C:5]([OH:7])=[O:6]. The catalyst class is: 98. (2) Reactant: [CH3:1][O:2][C:3]([C:5]1[CH:6]=[C:7]2[C:11](=[CH:12][CH:13]=1)[NH:10][C:9]([CH2:14][O:15][C:16]1[CH:21]=[CH:20][CH:19]=[CH:18][CH:17]=1)=[CH:8]2)=[O:4].[H-].[Na+].Br[CH2:25][C:26]1[CH:31]=[CH:30][C:29]([S:32][C:33]([F:36])([F:35])[F:34])=[CH:28][CH:27]=1. Product: [CH3:1][O:2][C:3]([C:5]1[CH:6]=[C:7]2[C:11](=[CH:12][CH:13]=1)[N:10]([CH2:25][C:26]1[CH:31]=[CH:30][C:29]([S:32][C:33]([F:36])([F:34])[F:35])=[CH:28][CH:27]=1)[C:9]([CH2:14][O:15][C:16]1[CH:21]=[CH:20][CH:19]=[CH:18][CH:17]=1)=[CH:8]2)=[O:4]. The catalyst class is: 1.